This data is from Full USPTO retrosynthesis dataset with 1.9M reactions from patents (1976-2016). The task is: Predict the reactants needed to synthesize the given product. (1) Given the product [F:18][C:11]1[CH:12]=[C:13]([CH:16]=[CH:17][C:10]=1[C@H:7]1[N:4]2[CH:5]=[N:6][CH:2]=[C:3]2[C:9](=[O:23])[CH2:8]1)[C:14]#[N:15], predict the reactants needed to synthesize it. The reactants are: O.[CH:2]1[N:6]=[CH:5][N:4]2[C@H:7]([C:10]3[CH:17]=[CH:16][C:13]([C:14]#[N:15])=[CH:12][C:11]=3[F:18])[CH2:8][CH2:9][C:3]=12.C([O:23]O)(C)(C)C. (2) Given the product [OH:1][C:2]1[C:3]([C:9]#[N:10])=[CH:4][N:5]([C:18]2[CH:19]=[CH:20][C:15]([S:12]([CH3:11])(=[O:14])=[O:13])=[CH:16][CH:17]=2)[C:6](=[O:8])[CH:7]=1, predict the reactants needed to synthesize it. The reactants are: [OH:1][C:2]1[C:3]([C:9]#[N:10])=[CH:4][NH:5][C:6](=[O:8])[CH:7]=1.[CH3:11][S:12]([C:15]1[CH:20]=[CH:19][CH:18]=[CH:17][CH:16]=1)(=[O:14])=[O:13].COC1C2C(=C3C(=CC=2)C(OC)=CC=N3)N=CC=1.C(=O)([O-])[O-].[K+].[K+].Cl. (3) Given the product [NH2:1][C:2]1[C:7]([NH:11][CH2:12][CH2:13][OH:14])=[N:6][C:5]([CH3:9])=[N:4][C:3]=1[Cl:10], predict the reactants needed to synthesize it. The reactants are: [NH2:1][C:2]1[C:3]([Cl:10])=[N:4][C:5]([CH3:9])=[N:6][C:7]=1Cl.[NH2:11][CH2:12][CH2:13][OH:14].C(N(C(C)C)CC)(C)C. (4) Given the product [F:25][C:26]1[CH:31]=[C:30]([C:2]2[N:7]=[C:6]3[S:8][C:9]([NH:11][C:12](=[O:24])[C:13]4[CH:18]=[CH:17][C:16]([C:19]([CH3:23])([CH3:22])[CH2:20][OH:21])=[CH:15][CH:14]=4)=[N:10][C:5]3=[CH:4][CH:3]=2)[CH:29]=[CH:28][N:27]=1, predict the reactants needed to synthesize it. The reactants are: Br[C:2]1[N:7]=[C:6]2[S:8][C:9]([NH:11][C:12](=[O:24])[C:13]3[CH:18]=[CH:17][C:16]([C:19]([CH3:23])([CH3:22])[CH2:20][OH:21])=[CH:15][CH:14]=3)=[N:10][C:5]2=[CH:4][CH:3]=1.[F:25][C:26]1[CH:31]=[C:30](B(O)O)[CH:29]=[CH:28][N:27]=1. (5) Given the product [CH2:13]([O:15][C:16](=[O:37])/[CH:17]=[CH:11]/[C:5]1[C:4]2[C:8](=[CH:9][CH:10]=[C:2]([CH3:1])[CH:3]=2)[NH:7][CH:6]=1)[CH3:14], predict the reactants needed to synthesize it. The reactants are: [CH3:1][C:2]1[CH:3]=[C:4]2[C:8](=[CH:9][CH:10]=1)[NH:7][CH:6]=[C:5]2[CH:11]=O.[CH2:13]([O:15][C:16](=[O:37])[CH:17]=P(C1C=CC=CC=1)(C1C=CC=CC=1)C1C=CC=CC=1)[CH3:14]. (6) Given the product [Br:1][C:2]1[CH:21]=[CH:20][C:19]([F:22])=[CH:18][C:3]=1[O:4][CH:5]1[CH2:6][CH2:7][N:8]([C:11]2[N:15]=[C:14]([C:16]3[NH:25][N:24]=[N:23][N:17]=3)[O:13][N:12]=2)[CH2:9][CH2:10]1, predict the reactants needed to synthesize it. The reactants are: [Br:1][C:2]1[CH:21]=[CH:20][C:19]([F:22])=[CH:18][C:3]=1[O:4][CH:5]1[CH2:10][CH2:9][N:8]([C:11]2[N:15]=[C:14]([C:16]#[N:17])[O:13][N:12]=2)[CH2:7][CH2:6]1.[N-:23]=[N+:24]=[N-:25].[Na+].[Cl-].[NH4+]. (7) Given the product [Br:24][C:25]1[CH:30]=[CH:29][C:28]([CH2:31][O:1][C:2]2[CH:7]=[CH:6][C:5]([C:8](=[O:10])[CH3:9])=[CH:4][C:3]=2[O:11][CH3:12])=[C:27]([F:33])[CH:26]=1, predict the reactants needed to synthesize it. The reactants are: [OH:1][C:2]1[CH:7]=[CH:6][C:5]([C:8](=[O:10])[CH3:9])=[CH:4][C:3]=1[O:11][CH3:12].C(=O)([O-])[O-].[K+].[K+].CN(C=O)C.[Br:24][C:25]1[CH:30]=[CH:29][C:28]([CH2:31]Br)=[C:27]([F:33])[CH:26]=1. (8) The reactants are: [Cl:1][C:2]1[N:7]2[CH:8]=[CH:9][N:10]=[C:6]2[C:5]([OH:11])=[N:4][C:3]=1[C:12]1[CH:19]=[CH:18][C:15]([C:16]#[N:17])=[CH:14][CH:13]=1.O[CH2:21][C@@H:22]1[CH2:27][CH2:26][CH2:25][N:24]([C:28]([O:30][C:31]([CH3:34])([CH3:33])[CH3:32])=[O:29])[CH2:23]1.C1(P(C2C=CC=CC=2)C2C=CC=CC=2)C=CC=CC=1.N(C(OC(C)C)=O)=NC(OC(C)C)=O. Given the product [Cl:1][C:2]1[N:7]2[CH:8]=[CH:9][N:10]=[C:6]2[C:5]([O:11][CH2:21][C@@H:22]2[CH2:27][CH2:26][CH2:25][N:24]([C:28]([O:30][C:31]([CH3:32])([CH3:34])[CH3:33])=[O:29])[CH2:23]2)=[N:4][C:3]=1[C:12]1[CH:13]=[CH:14][C:15]([C:16]#[N:17])=[CH:18][CH:19]=1, predict the reactants needed to synthesize it. (9) Given the product [Si:1]([O:18][CH2:19][C:20]1[C:25]([N:26]2[CH2:31][C@H:30]([CH3:32])[O:29][C@H:28]([CH3:33])[CH2:27]2)=[C:24]([F:34])[C:23]([F:35])=[C:22]([C:39]([CH:41]2[CH2:46][CH2:45][O:44][CH2:43][CH2:42]2)=[O:40])[CH:21]=1)([C:14]([CH3:16])([CH3:17])[CH3:15])([C:2]1[CH:7]=[CH:6][CH:5]=[CH:4][CH:3]=1)[C:8]1[CH:13]=[CH:12][CH:11]=[CH:10][CH:9]=1, predict the reactants needed to synthesize it. The reactants are: [Si:1]([O:18][CH2:19][C:20]1[C:25]([N:26]2[CH2:31][C@H:30]([CH3:32])[O:29][C@H:28]([CH3:33])[CH2:27]2)=[C:24]([F:34])[C:23]([F:35])=[CH:22][CH:21]=1)([C:14]([CH3:17])([CH3:16])[CH3:15])([C:8]1[CH:13]=[CH:12][CH:11]=[CH:10][CH:9]=1)[C:2]1[CH:7]=[CH:6][CH:5]=[CH:4][CH:3]=1.CON(C)[C:39]([CH:41]1[CH2:46][CH2:45][O:44][CH2:43][CH2:42]1)=[O:40].